From a dataset of Plasma protein binding rate (PPBR) regression data from AstraZeneca. Regression/Classification. Given a drug SMILES string, predict its absorption, distribution, metabolism, or excretion properties. Task type varies by dataset: regression for continuous measurements (e.g., permeability, clearance, half-life) or binary classification for categorical outcomes (e.g., BBB penetration, CYP inhibition). For this dataset (ppbr_az), we predict Y. (1) The Y is 92.5 %. The drug is Cc1cnc(Nc2ccc(N3CCN(C)CC3)cc2)nc1Nc1cccc(S(=O)(=O)NC(C)(C)C)c1. (2) The Y is 99.9 %. The compound is O=C1Cc2cc(CCN3CCN(c4nsc5ccccc45)CC3)c(Cl)cc2N1. (3) The drug is COc1ccccc1Oc1c(NS(=O)(=O)c2ccc(C(C)(C)C)cc2)nc(-c2ncccn2)nc1OCCO. The Y is 98.7 %. (4) The Y is 95.4 %. The compound is Cc1ccc(S(=O)(=O)Nc2c(C(=O)N[C@@H](C)C(C)(C)C)c(C)nn2C(C)C)cc1. (5) The molecule is O=C(c1c2ccccc2cc2ccccc12)N1CCC(N2CCC[C@@H](C(=O)N3CCOCC3)C2)CC1. The Y is 93.4 %.